From a dataset of Catalyst prediction with 721,799 reactions and 888 catalyst types from USPTO. Predict which catalyst facilitates the given reaction. (1) Reactant: C(=O)(O)[O-:2].[Na+].Cl.NO.[F:9][C:10]([F:23])([F:22])[CH:11]([C:14]1[CH:19]=[CH:18][N:17]=[C:16]([C:20]#[N:21])[CH:15]=1)[O:12][CH3:13]. Product: [F:23][C:10]([F:9])([F:22])[CH:11]([C:14]1[CH:19]=[CH:18][N:17]=[C:16]([C:20]([NH2:21])=[O:2])[CH:15]=1)[O:12][CH3:13]. The catalyst class is: 8. (2) Reactant: [CH3:1][NH:2]/[C:3](/[NH:8][CH2:9][CH2:10][S:11][CH2:12][C:13]1[O:17][C:16]([CH2:18][N:19]([CH3:21])[CH3:20])=[CH:15][CH:14]=1)=[CH:4]\[N+:5]([O-:7])=[O:6].[ClH:22]. Product: [CH3:1][NH:2][C:3]([NH:8][CH2:9][CH2:10][S:11][CH2:12][C:13]1[O:17][C:16]([CH2:18][N:19]([CH3:20])[CH3:21])=[CH:15][CH:14]=1)=[CH:4][N+:5]([O-:7])=[O:6].[ClH:22]. The catalyst class is: 32.